Dataset: Catalyst prediction with 721,799 reactions and 888 catalyst types from USPTO. Task: Predict which catalyst facilitates the given reaction. (1) Reactant: C([O:5][C:6](=[O:39])[CH2:7][CH2:8][CH:9]1[N:14]([C:15]([NH:17][S:18]([C:21]2[CH:26]=[CH:25][CH:24]=[CH:23][CH:22]=2)(=[O:20])=[O:19])=[O:16])[CH2:13][CH2:12][N:11]([C:27]2[C:37]([Cl:38])=[CH:36][C:30]([C:31]([O:33][CH2:34][CH3:35])=[O:32])=[CH:29][N:28]=2)[CH2:10]1)(C)(C)C.FC(F)(F)C(O)=O. Product: [Cl:38][C:37]1[C:27]([N:11]2[CH2:12][CH2:13][N:14]([C:15]([NH:17][S:18]([C:21]3[CH:26]=[CH:25][CH:24]=[CH:23][CH:22]=3)(=[O:20])=[O:19])=[O:16])[CH:9]([CH2:8][CH2:7][C:6]([OH:39])=[O:5])[CH2:10]2)=[N:28][CH:29]=[C:30]([C:31]([O:33][CH2:34][CH3:35])=[O:32])[CH:36]=1. The catalyst class is: 2. (2) Reactant: C[O-].[Na+].[CH3:4][C:5]1[N:10]=[C:9](/[C:11](=[N:13]/[O:14][CH2:15][CH2:16][CH2:17][C:18]2[N:23]=[C:22]([C:24]#[N:25])[CH:21]=[CH:20][CH:19]=2)/[CH3:12])[CH:8]=[CH:7][CH:6]=1.[Cl-:26].[NH4+:27]. Product: [ClH:26].[CH3:4][C:5]1[N:10]=[C:9](/[C:11](=[N:13]/[O:14][CH2:15][CH2:16][CH2:17][C:18]2[N:23]=[C:22]([C:24]([NH2:27])=[NH:25])[CH:21]=[CH:20][CH:19]=2)/[CH3:12])[CH:8]=[CH:7][CH:6]=1. The catalyst class is: 5. (3) Reactant: [N+:1]([C:4]1[CH:11]=[CH:10][C:7]([CH2:8]Br)=[CH:6][CH:5]=1)([O-:3])=[O:2].[CH2:12]1[C:21]2[C:16](=[CH:17][CH:18]=[CH:19][CH:20]=2)[CH2:15][CH2:14][NH:13]1.C(=O)([O-])[O-].[K+].[K+]. Product: [N+:1]([C:4]1[CH:11]=[CH:10][C:7]([CH2:8][N:13]2[CH2:14][CH2:15][C:16]3[C:21](=[CH:20][CH:19]=[CH:18][CH:17]=3)[CH2:12]2)=[CH:6][CH:5]=1)([O-:3])=[O:2]. The catalyst class is: 21.